This data is from Full USPTO retrosynthesis dataset with 1.9M reactions from patents (1976-2016). The task is: Predict the reactants needed to synthesize the given product. (1) Given the product [CH3:7][N:6]1[C:2]([C:16]2[CH:15]=[CH:14][C:12]([NH2:13])=[C:11]([O:10][CH3:9])[CH:17]=2)=[CH:3][N:4]=[C:5]1[CH3:8], predict the reactants needed to synthesize it. The reactants are: Br[C:2]1[N:6]([CH3:7])[C:5]([CH3:8])=[N:4][CH:3]=1.[CH3:9][O:10][C:11]1[CH:17]=[C:16](B2OC(C)(C)C(C)(C)O2)[CH:15]=[CH:14][C:12]=1[NH2:13].[F-].[Cs+]. (2) Given the product [Cl:1][C:2]1[CH:3]=[CH:4][C:5]([S:8]([N:11]([C:25](=[O:26])[C:24]2[CH:23]=[CH:31][C:30]([C:32]#[N:33])=[CH:29][CH:28]=2)[CH2:12][C:13]2[CH:18]=[CH:17][CH:16]=[CH:15][N:14]=2)(=[O:10])=[O:9])=[CH:6][CH:7]=1, predict the reactants needed to synthesize it. The reactants are: [Cl:1][C:2]1[CH:7]=[CH:6][C:5]([S:8]([NH:11][CH2:12][C:13]2[CH:18]=[CH:17][CH:16]=[CH:15][N:14]=2)(=[O:10])=[O:9])=[CH:4][CH:3]=1.[H-].[Na+].C([C:23]1[CH:31]=[C:30]([C:32]#[N:33])[CH:29]=[CH:28][C:24]=1[C:25](Cl)=[O:26])C. (3) Given the product [NH2:1][CH2:2][C:3]1[CH:8]=[C:7]([S:9]([NH:12][C:13]([CH3:16])([CH3:15])[CH3:14])(=[O:11])=[O:10])[CH:6]=[C:5]([C:25]([F:28])([F:27])[F:26])[CH:4]=1, predict the reactants needed to synthesize it. The reactants are: [NH2:1][CH2:2][C:3]1[CH:4]=[CH:5][C:6](F)=[C:7]([S:9]([NH:12][C:13]([CH3:16])([CH3:15])[CH3:14])(=[O:11])=[O:10])[CH:8]=1.BrC1C=C(S(Cl)(=O)=O)C=C([C:25]([F:28])([F:27])[F:26])C=1. (4) Given the product [N+:3]([CH2:6][CH:27]1[O:26][B:25]2[O:29][CH2:28][C:19]3[CH2:20][O:21][CH:23]=[CH:24][C:17]([C:18]=32)=[CH:33]1)([O-:5])=[O:4], predict the reactants needed to synthesize it. The reactants are: [OH-].[Na+].[N+:3]([CH3:6])([O-:5])=[O:4].O1CCCCC1OCCO[C:17]1[C:18]([B:25]2[O:29][C:28](C)(C)[C:27]([CH3:33])(C)[O:26]2)=[C:19](C=[CH:23][CH:24]=1)[CH:20]=[O:21].Cl. (5) Given the product [Cl:1][C:2]1[CH:11]=[CH:10][CH:9]=[C:8]2[C:3]=1[CH:4]=[C:5]([CH:19]([OH:20])[CH3:22])[C:6]([C:12]1[CH:17]=[CH:16][CH:15]=[C:14]([F:18])[CH:13]=1)=[N:7]2, predict the reactants needed to synthesize it. The reactants are: [Cl:1][C:2]1[CH:11]=[CH:10][CH:9]=[C:8]2[C:3]=1[CH:4]=[C:5]([CH:19]=[O:20])[C:6]([C:12]1[CH:17]=[CH:16][CH:15]=[C:14]([F:18])[CH:13]=1)=[N:7]2.O1CCC[CH2:22]1.C[Mg]Br.C(OCC)C. (6) Given the product [OH:11][CH2:10][C:9]1[C:8]([CH3:1])=[C:7]([B:18]([OH:19])[OH:17])[CH:14]=[CH:13][CH:12]=1, predict the reactants needed to synthesize it. The reactants are: [CH2:1]([Li])CCC.I[C:7]1[CH:8]=[C:9]([CH:12]=[CH:13][C:14]=1C)[CH2:10][OH:11].C[O:17][B:18](OC)[O:19]C.